From a dataset of Reaction yield outcomes from USPTO patents with 853,638 reactions. Predict the reaction yield, written as a fraction of the theoretical maximum amount of product (1.0 means a 100% yield; for example, 0.34 means a 34% yield). (1) The reactants are [Cl:1][C:2]1[CH:11]=[C:10]([C:12]([NH:14][CH2:15][C:16]2[CH:21]=[C:20]([O:22]C)[CH:19]=[C:18]([O:24]C)[CH:17]=2)=[O:13])[CH:9]=[CH:8][C:3]=1[C:4]([O:6][CH3:7])=[O:5].B(Br)(Br)Br.O. The catalyst is ClCCl. The product is [Cl:1][C:2]1[CH:11]=[C:10]([C:12]([NH:14][CH2:15][C:16]2[CH:17]=[C:18]([OH:24])[CH:19]=[C:20]([OH:22])[CH:21]=2)=[O:13])[CH:9]=[CH:8][C:3]=1[C:4]([O:6][CH3:7])=[O:5]. The yield is 0.900. (2) The reactants are [C:1]([O:5][C:6]([N:8]1[CH2:13][CH2:12][C:11]2[N:14]([CH3:26])[C:15]([C:17]3[C:22]([C:23]#[CH:24])=[CH:21][N:20]=[C:19]([NH2:25])[N:18]=3)=[CH:16][C:10]=2[C:9]1=[O:27])=[O:7])([CH3:4])([CH3:3])[CH3:2].Br[C:29]1[CH:30]=[C:31]([CH2:35][C:36]([NH:38][C:39]2[CH:44]=[CH:43][C:42]([CH2:45][N:46]3[CH2:51][CH2:50][N:49]([CH2:52][CH3:53])[CH2:48][CH2:47]3)=[C:41]([C:54]([F:57])([F:56])[F:55])[CH:40]=2)=[O:37])[CH:32]=[N:33][CH:34]=1. The catalyst is CN(C=O)C.O.[Cu]I.Cl[Pd](Cl)([P](C1C=CC=CC=1)(C1C=CC=CC=1)C1C=CC=CC=1)[P](C1C=CC=CC=1)(C1C=CC=CC=1)C1C=CC=CC=1. The product is [C:1]([O:5][C:6]([N:8]1[CH2:13][CH2:12][C:11]2[N:14]([CH3:26])[C:15]([C:17]3[C:22]([C:23]#[C:24][C:29]4[CH:34]=[N:33][CH:32]=[C:31]([CH2:35][C:36](=[O:37])[NH:38][C:39]5[CH:44]=[CH:43][C:42]([CH2:45][N:46]6[CH2:51][CH2:50][N:49]([CH2:52][CH3:53])[CH2:48][CH2:47]6)=[C:41]([C:54]([F:56])([F:57])[F:55])[CH:40]=5)[CH:30]=4)=[CH:21][N:20]=[C:19]([NH2:25])[N:18]=3)=[CH:16][C:10]=2[C:9]1=[O:27])=[O:7])([CH3:4])([CH3:3])[CH3:2]. The yield is 0.260.